From a dataset of Catalyst prediction with 721,799 reactions and 888 catalyst types from USPTO. Predict which catalyst facilitates the given reaction. (1) Product: [CH3:1][O:2][C:3]1[CH:8]=[CH:7][C:6]([O:9][C:16](=[O:18])[CH3:17])=[CH:5][CH:4]=1. The catalyst class is: 21. Reactant: [CH3:1][O:2][C:3]1[CH:8]=[CH:7][C:6]([OH:9])=[CH:5][CH:4]=1.C([O-])([O-])=O.[K+].[K+].[C:16](OC(=O)C)(=[O:18])[CH3:17]. (2) Reactant: [N+:1]([C:4]1[CH:9]=[CH:8][C:7]([SH:10])=[CH:6][CH:5]=1)([O-:3])=[O:2].Cl[C:12]1[N:17]=[N:16][C:15]([N:18]2[CH:22]([C:23]3[CH:28]=[CH:27][C:26]([O:29][C:30]([F:33])([F:32])[F:31])=[CH:25][CH:24]=3)[C:21]([C:34](=[O:44])[C:35]3[CH:40]=[CH:39][C:38]([CH:41]([CH3:43])[CH3:42])=[CH:37][CH:36]=3)=[C:20]([OH:45])[C:19]2=[O:46])=[CH:14][CH:13]=1. Product: [OH:45][C:20]1[C:19](=[O:46])[N:18]([C:15]2[N:16]=[N:17][C:12]([S:10][C:7]3[CH:8]=[CH:9][C:4]([N+:1]([O-:3])=[O:2])=[CH:5][CH:6]=3)=[CH:13][CH:14]=2)[CH:22]([C:23]2[CH:28]=[CH:27][C:26]([O:29][C:30]([F:32])([F:33])[F:31])=[CH:25][CH:24]=2)[C:21]=1[C:34](=[O:44])[C:35]1[CH:40]=[CH:39][C:38]([CH:41]([CH3:43])[CH3:42])=[CH:37][CH:36]=1. The catalyst class is: 228. (3) Reactant: Cl.Cl.[NH2:3][C@@H:4]1[CH:9]2[CH2:10][CH2:11][N:6]([CH2:7][CH2:8]2)[CH2:5]1.[H-].[Na+].[F:14][C:15]1[CH:20]=[CH:19][C:18]([N:21]2[C:29]3[CH:28]=[CH:27][CH:26]=[C:25]([C:30]([O:32][CH3:33])=[O:31])[C:24]=3[C:23]([CH:34]=O)=[N:22]2)=[CH:17][CH:16]=1.C(O[BH-](OC(=O)C)OC(=O)C)(=O)C.[Na+]. The catalyst class is: 411. Product: [F:14][C:15]1[CH:16]=[CH:17][C:18]([N:21]2[C:29]3[CH:28]=[CH:27][CH:26]=[C:25]([C:30]([O:32][CH3:33])=[O:31])[C:24]=3[C:23]([CH2:34][NH:3][C@@H:4]3[CH:9]4[CH2:10][CH2:11][N:6]([CH2:7][CH2:8]4)[CH2:5]3)=[N:22]2)=[CH:19][CH:20]=1. (4) Reactant: Cl[CH2:2][CH:3]([C:5]1[S:6][C:7]([CH3:10])=[CH:8][N:9]=1)[OH:4].[CH3:11][NH2:12]. Product: [CH3:11][NH:12][CH2:2][CH:3]([C:5]1[S:6][C:7]([CH3:10])=[CH:8][N:9]=1)[OH:4]. The catalyst class is: 14. (5) Reactant: FC1C(O[C:9]([C:11]2([F:30])[C:20]([NH:21][C:22]3[CH:27]=[CH:26][C:25]([I:28])=[CH:24][C:23]=3[F:29])=[CH:19][C:14]3=[N:15][CH2:16][N:17]([CH3:18])[C:13]3=[CH:12]2)=[O:10])=C(F)C(F)=C(F)C=1F.[NH3:35]. Product: [F:30][C:11]1([C:9]([NH2:35])=[O:10])[C:20]([NH:21][C:22]2[CH:27]=[CH:26][C:25]([I:28])=[CH:24][C:23]=2[F:29])=[CH:19][C:14]2=[N:15][CH2:16][N:17]([CH3:18])[C:13]2=[CH:12]1. The catalyst class is: 3. (6) Product: [CH3:17][O:16][C:14](=[O:15])[CH:13]([C:7]1[CH:6]=[CH:5][C:4]([N+:9]([O-:11])=[O:10])=[CH:3][C:2]=1[Cl:1])[C:12]([O:19][CH3:20])=[O:18]. Reactant: [Cl:1][C:2]1[CH:3]=[C:4]([N+:9]([O-:11])=[O:10])[CH:5]=[CH:6][C:7]=1F.[C:12]([O:19][CH3:20])(=[O:18])[CH2:13][C:14]([O:16][CH3:17])=[O:15].[OH-].[Na+].Cl. The catalyst class is: 179. (7) Reactant: [S:1]([N:11]1[C:19]2[C:14](=[C:15]([CH:20](O)[CH3:21])[CH:16]=[CH:17][CH:18]=2)[CH:13]=[CH:12]1)([C:4]1[CH:10]=[CH:9][C:7]([CH3:8])=[CH:6][CH:5]=1)(=[O:3])=[O:2].P(Br)(Br)[Br:24].C([O-])(O)=O.[Na+]. Product: [Br:24][CH:20]([C:15]1[CH:16]=[CH:17][CH:18]=[C:19]2[C:14]=1[CH:13]=[CH:12][N:11]2[S:1]([C:4]1[CH:10]=[CH:9][C:7]([CH3:8])=[CH:6][CH:5]=1)(=[O:3])=[O:2])[CH3:21]. The catalyst class is: 158. (8) Reactant: [OH:1][C:2]1[C:11]2[C:6](=[CH:7][CH:8]=[CH:9][CH:10]=2)[C@@:5]([CH3:17])([CH2:12][CH2:13][CH:14]([CH3:16])[CH3:15])[C:4](=[O:18])[C:3]=1[C:19]1[NH:24][C:23]2[CH:25]=[CH:26][C:27]([NH:29][S:30]([C:33]3[CH:34]=[C:35]4[C:40](=[CH:41][CH:42]=3)[CH:39]=[C:38]([NH:43][C:44](=[O:46])[CH3:45])[CH:37]=[CH:36]4)(=[O:32])=[O:31])=[CH:28][C:22]=2[S:21](=[O:48])(=[O:47])[N:20]=1.[OH-].[Na+:50]. Product: [C:44]([NH:43][C:38]1[CH:39]=[C:40]2[C:35](=[CH:36][CH:37]=1)[CH:34]=[C:33]([S:30]([NH:29][C:27]1[CH:26]=[CH:25][C:23]3[NH:24][C:19]([C:3]4[C:4](=[O:18])[C@:5]([CH3:17])([CH2:12][CH2:13][CH:14]([CH3:15])[CH3:16])[C:6]5[C:11](=[CH:10][CH:9]=[CH:8][CH:7]=5)[C:2]=4[O-:1])=[N:20][S:21](=[O:48])(=[O:47])[C:22]=3[CH:28]=1)(=[O:32])=[O:31])[CH:42]=[CH:41]2)(=[O:46])[CH3:45].[Na+:50]. The catalyst class is: 6. (9) Reactant: Cl[Si]1(Cl)C2C=CC=CC=2C2C1=CC=CC=2.[C:16]([C:20]1[CH:21]=[C:22]([C:30]2[CH:38]=[CH:37][CH:36]=[C:35]3[C:31]=2[CH:32]=[C:33]([CH3:39])[CH2:34]3)[CH:23]=[C:24]([C:26]([CH3:29])([CH3:28])[CH3:27])[CH:25]=1)([CH3:19])([CH3:18])[CH3:17].[Li]. Product: [C:16]([C:20]1[CH:21]=[C:22]([C:30]2[CH:38]=[CH:37][CH:36]=[C:35]3[C:31]=2[CH:32]=[C:33]([CH3:39])[CH2:34]3)[CH:23]=[C:24]([C:26]([CH3:29])([CH3:28])[CH3:27])[CH:25]=1)([CH3:17])([CH3:18])[CH3:19]. The catalyst class is: 1.